This data is from NCI-60 drug combinations with 297,098 pairs across 59 cell lines. The task is: Regression. Given two drug SMILES strings and cell line genomic features, predict the synergy score measuring deviation from expected non-interaction effect. Drug 1: C1CN1C2=NC(=NC(=N2)N3CC3)N4CC4. Drug 2: CC1CCCC2(C(O2)CC(NC(=O)CC(C(C(=O)C(C1O)C)(C)C)O)C(=CC3=CSC(=N3)C)C)C. Cell line: T-47D. Synergy scores: CSS=40.3, Synergy_ZIP=-2.03, Synergy_Bliss=-4.10, Synergy_Loewe=-6.40, Synergy_HSA=0.433.